From a dataset of Full USPTO retrosynthesis dataset with 1.9M reactions from patents (1976-2016). Predict the reactants needed to synthesize the given product. (1) The reactants are: [OH:1][C:2]1[CH:3]=[C:4]2[C:8](=[CH:9][CH:10]=1)[C:7](=[O:11])[O:6][C:5]2([CH3:13])[CH3:12].C(N(CC)CC)C.[F:21][C:22]([F:35])([F:34])[S:23](O[S:23]([C:22]([F:35])([F:34])[F:21])(=[O:25])=[O:24])(=[O:25])=[O:24].Cl. Given the product [CH3:12][C:5]1([CH3:13])[C:4]2[C:8](=[CH:9][CH:10]=[C:2]([O:1][S:23]([C:22]([F:35])([F:34])[F:21])(=[O:25])=[O:24])[CH:3]=2)[C:7](=[O:11])[O:6]1, predict the reactants needed to synthesize it. (2) Given the product [CH3:1][C:2]1[N:3]=[N:4][N:5]([CH3:39])[C:6]=1[C:7]1[CH:19]=[N:18][C:17]2[C:16]3[CH:15]=[CH:14][C:13]([C:20]([CH3:22])=[CH2:21])=[C:12]([CH2:24][OH:25])[C:11]=3[N:10]([C@@H:26]([CH:33]3[CH2:38][CH2:37][O:36][CH2:35][CH2:34]3)[C:27]3[CH:32]=[CH:31][CH:30]=[CH:29][CH:28]=3)[C:9]=2[CH:8]=1, predict the reactants needed to synthesize it. The reactants are: [CH3:1][C:2]1[N:3]=[N:4][N:5]([CH3:39])[C:6]=1[C:7]1[CH:19]=[N:18][C:17]2[C:16]3[CH:15]=[CH:14][C:13]([C:20](O)([CH3:22])[CH3:21])=[C:12]([CH2:24][OH:25])[C:11]=3[N:10]([C@@H:26]([CH:33]3[CH2:38][CH2:37][O:36][CH2:35][CH2:34]3)[C:27]3[CH:32]=[CH:31][CH:30]=[CH:29][CH:28]=3)[C:9]=2[CH:8]=1.OS(O)(=O)=O. (3) Given the product [CH2:13]([N:6]([C:7]1[CH:8]=[CH:9][CH:10]=[CH:11][CH:12]=1)[CH2:5][CH:4]([NH2:1])[CH2:15][NH2:16])[CH3:14], predict the reactants needed to synthesize it. The reactants are: [N:1]([CH:4]([CH2:15][N:16]=[N+]=[N-])[CH2:5][N:6]([CH2:13][CH3:14])[C:7]1[CH:12]=[CH:11][CH:10]=[CH:9][CH:8]=1)=[N+]=[N-].